Dataset: Full USPTO retrosynthesis dataset with 1.9M reactions from patents (1976-2016). Task: Predict the reactants needed to synthesize the given product. (1) Given the product [N+:1]([C:4]1[CH:11]=[CH:10][CH:9]=[CH:8][C:5]=1[CH:6]=[O:7])([O-:3])=[O:2], predict the reactants needed to synthesize it. The reactants are: [N+:1]([C:4]1[CH:11]=[CH:10][CH:9]=[CH:8][C:5]=1[CH2:6][OH:7])([O-:3])=[O:2].O. (2) The reactants are: [CH2:1]([O:3][C:4]([C:6]1[CH:7]=[N:8][N:9]([C:11]2[N:19]=[C:18]3[C:14]([N:15]=[CH:16][N:17]3[C@@H:20]3[CH2:24][C@H:23]([NH:25][C:26](=[O:29])[CH2:27][CH3:28])[C@@H:22]([OH:30])[C@H:21]3[OH:31])=[C:13]([NH:32]C(C3C=CC(OC)=CC=3)C3C=CC(OC)=CC=3)[N:12]=2)[CH:10]=1)=[O:5])[CH3:2].[C:50]1([CH:56]([C:82]2[CH:87]=[CH:86][CH:85]=[CH:84][CH:83]=2)[CH2:57]NC2N=C(NN)N=C3C=2N=CN3[C@@H]2C[C@H](NC(=O)CC)[C@@H](O)[C@H]2O)[CH:55]=[CH:54][CH:53]=[CH:52][CH:51]=1. Given the product [CH2:1]([O:3][C:4]([C:6]1[CH:7]=[N:8][N:9]([C:11]2[N:19]=[C:18]3[C:14]([N:15]=[CH:16][N:17]3[C@@H:20]3[CH2:24][C@H:23]([NH:25][C:26](=[O:29])[CH2:27][CH3:28])[C@@H:22]([OH:30])[C@H:21]3[OH:31])=[C:13]([NH:32][CH2:57][CH:56]([C:50]3[CH:55]=[CH:54][CH:53]=[CH:52][CH:51]=3)[C:82]3[CH:87]=[CH:86][CH:85]=[CH:84][CH:83]=3)[N:12]=2)[CH:10]=1)=[O:5])[CH3:2], predict the reactants needed to synthesize it. (3) Given the product [CH2:24]([N:26]1[CH2:31][CH2:30][N:29]([C:2]2[N:7]3[CH:8]=[C:9]([CH2:11][N:12]([CH3:23])[CH:13]4[C:22]5[N:21]=[CH:20][CH:19]=[CH:18][C:17]=5[CH2:16][CH2:15][CH2:14]4)[N:10]=[C:6]3[CH:5]=[CH:4][CH:3]=2)[CH2:28][CH2:27]1)[CH3:25], predict the reactants needed to synthesize it. The reactants are: F[C:2]1[N:7]2[CH:8]=[C:9]([CH2:11][N:12]([CH3:23])[CH:13]3[C:22]4[N:21]=[CH:20][CH:19]=[CH:18][C:17]=4[CH2:16][CH2:15][CH2:14]3)[N:10]=[C:6]2[CH:5]=[CH:4][CH:3]=1.[CH2:24]([N:26]1[CH2:31][CH2:30][NH:29][CH2:28][CH2:27]1)[CH3:25]. (4) Given the product [OH:11][C:10]12[C:4]3[C:5](=[CH:6][CH:1]=[CH:2][CH:3]=3)[C:7](=[O:8])[C:9]1([OH:12])[C:18]1[CH:19]=[C:20]([CH3:21])[C:15]([CH3:14])=[CH:16][C:17]=1[O:22]2, predict the reactants needed to synthesize it. The reactants are: [CH:1]1[CH:6]=[C:5]2[C:7]([C:9](O)([OH:12])[C:10](=[O:11])[C:4]2=[CH:3][CH:2]=1)=[O:8].[CH3:14][C:15]1[CH:16]=[C:17]([OH:22])[CH:18]=[CH:19][C:20]=1[CH3:21]. (5) Given the product [CH:15]([O:1][C:2]1[CH:3]=[C:4]([CH2:5][OH:7])[CH:9]=[CH:10][CH:11]=1)([CH3:16])[CH3:14], predict the reactants needed to synthesize it. The reactants are: [OH:1][C:2]1[CH:3]=[C:4]([CH:9]=[CH:10][CH:11]=1)[C:5]([O:7]C)=O.[H-].[Na+].[C:14](O)(=O)[CH2:15][C:16](CC(O)=O)(C(O)=O)O.[H-].[Al+3].[Li+].[H-].[H-].[H-].O.O.O.O.O.O.O.O.O.O.S([O-])([O-])(=O)=O.[Na+].[Na+]. (6) Given the product [Br:1][C:2]1[CH:7]=[N:6][CH:5]=[C:4]2[N:8]([CH2:11][CH2:12][O:13][CH3:16])[N:9]=[CH:10][C:3]=12, predict the reactants needed to synthesize it. The reactants are: [Br:1][C:2]1[CH:7]=[N:6][CH:5]=[C:4]2[N:8]([CH2:11][CH2:12][OH:13])[N:9]=[CH:10][C:3]=12.[H-].[Na+].[CH3:16]I. (7) Given the product [CH2:1]([N:8]1[C:12]2[CH:13]=[CH:14][C:15]3[N:16]([C:17]([CH3:20])=[N:18][N:19]=3)[C:11]=2[CH:10]=[C:9]1[C:21]1[CH:25]=[CH:24][N:23]([CH2:26][CH2:27][C:28]([N:34]([CH3:35])[CH3:31])=[O:30])[N:22]=1)[C:2]1[CH:3]=[CH:4][CH:5]=[CH:6][CH:7]=1, predict the reactants needed to synthesize it. The reactants are: [CH2:1]([N:8]1[C:12]2[CH:13]=[CH:14][C:15]3[N:16]([C:17]([CH3:20])=[N:18][N:19]=3)[C:11]=2[CH:10]=[C:9]1[C:21]1[CH:25]=[CH:24][N:23]([CH2:26][CH2:27][C:28]([OH:30])=O)[N:22]=1)[C:2]1[CH:7]=[CH:6][CH:5]=[CH:4][CH:3]=1.[CH:31]([N:34](CC)[CH:35](C)C)(C)C.F[P-](F)(F)(F)(F)F.C[N+](C)=C(N(C)C)ON1C2N=CC=CC=2N=N1.CNC.C1COCC1. (8) Given the product [CH3:7][C@@H:8]1[NH:13][CH2:12][C@H:11]([C:14]([O:16][CH3:17])=[O:15])[CH2:10][CH2:9]1, predict the reactants needed to synthesize it. The reactants are: C([O-])(O)=O.[Na+].C.[CH3:7][C@@H:8]1[NH:13][CH2:12][C@H:11]([C:14]([O:16][CH3:17])=[O:15])[CH2:10][CH2:9]1. (9) Given the product [Cl:6][C:7]1[C:40]([CH3:41])=[CH:39][C:10]([O:11][CH2:12][CH2:13][CH2:14][C:15]2[C:23]3[C:18](=[C:19]([C:24]4[C:25]([CH3:32])=[N:26][N:27]([CH2:30][CH3:31])[C:28]=4[CH3:29])[CH:20]=[CH:21][CH:22]=3)[N:17]([CH2:33][CH2:34][C:35]([NH:5][S:2]([CH3:1])(=[O:4])=[O:3])=[O:36])[C:16]=2[CH3:38])=[CH:9][C:8]=1[CH3:42], predict the reactants needed to synthesize it. The reactants are: [CH3:1][S:2]([NH2:5])(=[O:4])=[O:3].[Cl:6][C:7]1[C:40]([CH3:41])=[CH:39][C:10]([O:11][CH2:12][CH2:13][CH2:14][C:15]2[C:23]3[C:18](=[C:19]([C:24]4[C:25]([CH3:32])=[N:26][N:27]([CH2:30][CH3:31])[C:28]=4[CH3:29])[CH:20]=[CH:21][CH:22]=3)[N:17]([CH2:33][CH2:34][C:35](O)=[O:36])[C:16]=2[CH3:38])=[CH:9][C:8]=1[CH3:42]. (10) Given the product [N:32]([CH2:12][C@@H:13]1[O:14][C:15]2[C:23]([C:24]3[C:29]([Cl:30])=[CH:28][CH:27]=[CH:26][C:25]=3[Cl:31])=[CH:22][CH:21]=[CH:20][C:16]=2[CH2:17][CH2:18][CH2:19]1)=[N+:33]=[N-:34], predict the reactants needed to synthesize it. The reactants are: CC1C=CC(S(O[CH2:12][C@H:13]2[CH2:19][CH2:18][CH2:17][C:16]3[CH:20]=[CH:21][CH:22]=[C:23]([C:24]4[C:29]([Cl:30])=[CH:28][CH:27]=[CH:26][C:25]=4[Cl:31])[C:15]=3[O:14]2)(=O)=O)=CC=1.[N-:32]=[N+:33]=[N-:34].[Na+].